This data is from Catalyst prediction with 721,799 reactions and 888 catalyst types from USPTO. The task is: Predict which catalyst facilitates the given reaction. (1) Reactant: [H-].[Na+].[O:3]=[C:4]1[C:13]2[C:8](=[CH:9][CH:10]=[C:11]([C:14]([O:16][CH3:17])=[O:15])[CH:12]=2)[CH:7]=[CH:6][NH:5]1.[Br:18][CH2:19][CH2:20][CH2:21]Br. Product: [Br:18][CH2:19][CH2:20][CH2:21][N:5]1[CH:6]=[CH:7][C:8]2[C:13](=[CH:12][C:11]([C:14]([O:16][CH3:17])=[O:15])=[CH:10][CH:9]=2)[C:4]1=[O:3]. The catalyst class is: 3. (2) Reactant: [C:1](N[C:5]([OH:7])=[O:6])(O)=O.C(OC([NH:15][C:16]1[C:17]([C:30]2[CH:38]=[CH:37][C:33](C([O-])=O)=[C:32]([F:39])[CH:31]=2)=[N:18][C:19]([CH:22]2[CH2:27][CH2:26][C:25](=[O:28])[CH:24]([F:29])[CH2:23]2)=[CH:20][N:21]=1)=O)(C)(C)C.Cl.O1CCOC[CH2:42]1.[C:47](=[O:50])([O-])[O-:48].[Na+].[Na+].[CH2:53]1[CH2:57]OC[CH2:54]1. Product: [NH2:15][C:16]1[C:17]([C:30]2[CH:38]=[CH:37][C:33]([C:5]([O:7][C:53]([CH3:54])([CH3:57])[CH3:42])=[O:6])=[C:32]([F:39])[CH:31]=2)=[N:18][C:19]([C@@H:22]2[CH2:27][CH2:26][C:25](=[O:28])[C@H:24]([F:29])[CH2:23]2)=[CH:20][N:21]=1.[NH2:15][C:16]1[C:17]([C:30]2[CH:38]=[CH:37][C:33]([C:47]([O:48][C:53]([CH3:54])([CH3:57])[CH3:1])=[O:50])=[C:32]([F:39])[CH:31]=2)=[N:18][C:19]([C@H:22]2[CH2:27][CH2:26][C:25](=[O:28])[C@@H:24]([F:29])[CH2:23]2)=[CH:20][N:21]=1. The catalyst class is: 6.